This data is from Merck oncology drug combination screen with 23,052 pairs across 39 cell lines. The task is: Regression. Given two drug SMILES strings and cell line genomic features, predict the synergy score measuring deviation from expected non-interaction effect. (1) Drug 1: Nc1ccn(C2OC(CO)C(O)C2(F)F)c(=O)n1. Drug 2: CC1(c2nc3c(C(N)=O)cccc3[nH]2)CCCN1. Cell line: UWB1289. Synergy scores: synergy=-15.9. (2) Drug 1: CCN(CC)CCNC(=O)c1c(C)[nH]c(C=C2C(=O)Nc3ccc(F)cc32)c1C. Drug 2: CCC1(O)C(=O)OCc2c1cc1n(c2=O)Cc2cc3c(CN(C)C)c(O)ccc3nc2-1. Cell line: T47D. Synergy scores: synergy=-23.3. (3) Drug 1: CC(=O)OC1C(=O)C2(C)C(O)CC3OCC3(OC(C)=O)C2C(OC(=O)c2ccccc2)C2(O)CC(OC(=O)C(O)C(NC(=O)c3ccccc3)c3ccccc3)C(C)=C1C2(C)C. Drug 2: COC1CC2CCC(C)C(O)(O2)C(=O)C(=O)N2CCCCC2C(=O)OC(C(C)CC2CCC(OP(C)(C)=O)C(OC)C2)CC(=O)C(C)C=C(C)C(O)C(OC)C(=O)C(C)CC(C)C=CC=CC=C1C. Cell line: DLD1. Synergy scores: synergy=23.5. (4) Cell line: T47D. Drug 1: O=P1(N(CCCl)CCCl)NCCCO1. Synergy scores: synergy=-4.09. Drug 2: CC1(c2nc3c(C(N)=O)cccc3[nH]2)CCCN1. (5) Drug 1: COC1CC2CCC(C)C(O)(O2)C(=O)C(=O)N2CCCCC2C(=O)OC(C(C)CC2CCC(OP(C)(C)=O)C(OC)C2)CC(=O)C(C)C=C(C)C(O)C(OC)C(=O)C(C)CC(C)C=CC=CC=C1C. Drug 2: COC1=C2CC(C)CC(OC)C(O)C(C)C=C(C)C(OC(N)=O)C(OC)C=CC=C(C)C(=O)NC(=CC1=O)C2=O. Cell line: COLO320DM. Synergy scores: synergy=2.42. (6) Drug 1: COc1cccc2c1C(=O)c1c(O)c3c(c(O)c1C2=O)CC(O)(C(=O)CO)CC3OC1CC(N)C(O)C(C)O1. Drug 2: CC(C)CC(NC(=O)C(Cc1ccccc1)NC(=O)c1cnccn1)B(O)O. Cell line: UACC62. Synergy scores: synergy=-14.0.